From a dataset of Catalyst prediction with 721,799 reactions and 888 catalyst types from USPTO. Predict which catalyst facilitates the given reaction. (1) Reactant: [CH2:1]([C:3]([C:21]1[S:25][C:24]([C:26](O)=[O:27])=[C:23]([CH3:29])[CH:22]=1)([C:6]1[CH:11]=[CH:10][C:9]([CH2:12][CH2:13][CH:14]([OH:19])[C:15]([CH3:18])([CH3:17])[CH3:16])=[C:8]([CH3:20])[CH:7]=1)[CH2:4][CH3:5])[CH3:2].Cl.[CH3:31][O:32][C:33](=[O:36])[CH2:34][NH2:35].CCN=C=NCCCN(C)C.Cl.C(N(CC)CC)C. Product: [CH3:31][O:32][C:33](=[O:36])[CH3:34].[CH2:1]([C:3]([C:21]1[S:25][C:24]([C:26]([NH2:35])=[O:27])=[C:23]([CH3:29])[CH:22]=1)([C:6]1[CH:11]=[CH:10][C:9]([CH2:12][CH2:13][CH:14]([OH:19])[C:15]([CH3:18])([CH3:17])[CH3:16])=[C:8]([CH3:20])[CH:7]=1)[CH2:4][CH3:5])[CH3:2]. The catalyst class is: 4. (2) Reactant: [CH3:1][O:2][CH2:3][O:4][C:5]1[CH:10]=[CH:9][CH:8]=[CH:7][C:6]=1[C:11](=O)[CH3:12].[CH:14]([C:16]1[CH:25]=[CH:24][CH:23]=[CH:22][C:17]=1[C:18]([O:20][CH3:21])=[O:19])=O.[C:26](#[N:30])[CH2:27][C:28]#[N:29].C([O-])(=O)C.[NH4+:35]. Product: [NH2:29][C:28]1[C:27]([C:26]#[N:30])=[C:14]([C:16]2[CH:25]=[CH:24][CH:23]=[CH:22][C:17]=2[C:18]([O:20][CH3:21])=[O:19])[CH:12]=[C:11]([C:6]2[CH:7]=[CH:8][CH:9]=[CH:10][C:5]=2[O:4][CH2:3][O:2][CH3:1])[N:35]=1. The catalyst class is: 11.